From a dataset of TCR-epitope binding with 47,182 pairs between 192 epitopes and 23,139 TCRs. Binary Classification. Given a T-cell receptor sequence (or CDR3 region) and an epitope sequence, predict whether binding occurs between them. (1) The epitope is ATDALMTGY. The TCR CDR3 sequence is CASSLSGQLDEQFF. Result: 1 (the TCR binds to the epitope). (2) The epitope is YLKLTDNVYIK. The TCR CDR3 sequence is CASSFLRDQETQYF. Result: 1 (the TCR binds to the epitope).